From a dataset of NCI-60 drug combinations with 297,098 pairs across 59 cell lines. Regression. Given two drug SMILES strings and cell line genomic features, predict the synergy score measuring deviation from expected non-interaction effect. (1) Drug 1: CC1=C(C(=O)C2=C(C1=O)N3CC4C(C3(C2COC(=O)N)OC)N4)N. Drug 2: COC1=C2C(=CC3=C1OC=C3)C=CC(=O)O2. Cell line: UACC62. Synergy scores: CSS=18.9, Synergy_ZIP=-9.98, Synergy_Bliss=-1.34, Synergy_Loewe=-22.1, Synergy_HSA=-1.99. (2) Drug 1: C1CCC(C1)C(CC#N)N2C=C(C=N2)C3=C4C=CNC4=NC=N3. Drug 2: CN1CCC(CC1)COC2=C(C=C3C(=C2)N=CN=C3NC4=C(C=C(C=C4)Br)F)OC. Cell line: HOP-62. Synergy scores: CSS=3.15, Synergy_ZIP=-0.227, Synergy_Bliss=1.24, Synergy_Loewe=-2.11, Synergy_HSA=-1.20. (3) Drug 1: CC(C1=C(C=CC(=C1Cl)F)Cl)OC2=C(N=CC(=C2)C3=CN(N=C3)C4CCNCC4)N. Drug 2: CC1CCCC2(C(O2)CC(NC(=O)CC(C(C(=O)C(C1O)C)(C)C)O)C(=CC3=CSC(=N3)C)C)C. Cell line: SNB-19. Synergy scores: CSS=9.34, Synergy_ZIP=-1.29, Synergy_Bliss=0.797, Synergy_Loewe=-1.41, Synergy_HSA=0.129. (4) Drug 1: C1=CC(=CC=C1CCCC(=O)O)N(CCCl)CCCl. Drug 2: CC1C(C(CC(O1)OC2CC(CC3=C2C(=C4C(=C3O)C(=O)C5=C(C4=O)C(=CC=C5)OC)O)(C(=O)CO)O)N)O.Cl. Cell line: HS 578T. Synergy scores: CSS=44.7, Synergy_ZIP=0.352, Synergy_Bliss=0.520, Synergy_Loewe=1.33, Synergy_HSA=3.19. (5) Drug 1: CC12CCC(CC1=CCC3C2CCC4(C3CC=C4C5=CN=CC=C5)C)O. Drug 2: CN1C(=O)N2C=NC(=C2N=N1)C(=O)N. Cell line: A549. Synergy scores: CSS=-3.56, Synergy_ZIP=1.20, Synergy_Bliss=-3.03, Synergy_Loewe=-12.1, Synergy_HSA=-7.83. (6) Drug 1: CC1C(C(CC(O1)OC2CC(CC3=C2C(=C4C(=C3O)C(=O)C5=C(C4=O)C(=CC=C5)OC)O)(C(=O)C)O)N)O.Cl. Drug 2: C1=CN(C=N1)CC(O)(P(=O)(O)O)P(=O)(O)O. Cell line: KM12. Synergy scores: CSS=16.2, Synergy_ZIP=-7.00, Synergy_Bliss=-8.61, Synergy_Loewe=-7.30, Synergy_HSA=-0.487. (7) Drug 1: C1CN1P(=S)(N2CC2)N3CC3. Drug 2: C1C(C(OC1N2C=NC(=NC2=O)N)CO)O. Cell line: DU-145. Synergy scores: CSS=58.4, Synergy_ZIP=-2.96, Synergy_Bliss=-2.85, Synergy_Loewe=2.18, Synergy_HSA=3.11. (8) Drug 1: CN(CCCl)CCCl.Cl. Drug 2: C1CN(P(=O)(OC1)NCCCl)CCCl. Cell line: IGROV1. Synergy scores: CSS=13.6, Synergy_ZIP=-4.47, Synergy_Bliss=0.575, Synergy_Loewe=-14.4, Synergy_HSA=0.614.